Task: Predict the product of the given reaction.. Dataset: Forward reaction prediction with 1.9M reactions from USPTO patents (1976-2016) (1) Given the reactants CC(C)([O-])C.[K+].[NH2:7][C:8]1[CH:13]=[CH:12][C:11]([CH2:14][C:15]#[N:16])=[CH:10][CH:9]=1.[N:17]([C:20]1[CH:25]=[CH:24][C:23]([C:26]([F:29])([F:28])[F:27])=[CH:22][C:21]=1[F:30])=[N+:18]=[N-:19], predict the reaction product. The product is: [NH2:7][C:8]1[CH:13]=[CH:12][C:11]([C:14]2[N:19]=[N:18][N:17]([C:20]3[CH:25]=[CH:24][C:23]([C:26]([F:28])([F:29])[F:27])=[CH:22][C:21]=3[F:30])[C:15]=2[NH2:16])=[CH:10][CH:9]=1. (2) Given the reactants [I-].[CH3:2][S+](C)(C)=O.[H-].[Na+].[CH:9]([CH:11]1[CH2:16][CH2:15][N:14]([C:17]([O:19][CH2:20][C:21]2[CH:26]=[CH:25][CH:24]=[CH:23][CH:22]=2)=[O:18])[CH2:13][CH2:12]1)=[O:10].O, predict the reaction product. The product is: [O:10]1[CH2:2][CH:9]1[CH:11]1[CH2:16][CH2:15][N:14]([C:17]([O:19][CH2:20][C:21]2[CH:22]=[CH:23][CH:24]=[CH:25][CH:26]=2)=[O:18])[CH2:13][CH2:12]1. (3) The product is: [F:1][CH2:2][C:3]1[N:7]2[C:8]3[CH:15]=[C:14]([C:16]4[CH:17]=[CH:18][CH:19]=[CH:20][CH:21]=4)[C:13]([C:22]4[CH:23]=[CH:24][C:25]([C:28]5([NH2:32])[CH2:31][CH2:30][CH2:29]5)=[CH:26][CH:27]=4)=[N:12][C:9]=3[O:10][CH2:11][C:6]2=[N:5][N:4]=1. Given the reactants [F:1][CH2:2][C:3]1[N:7]2[C:8]3[CH:15]=[C:14]([C:16]4[CH:21]=[CH:20][CH:19]=[CH:18][CH:17]=4)[C:13]([C:22]4[CH:27]=[CH:26][C:25]([C:28]5([NH:32]C(=O)OC(C)(C)C)[CH2:31][CH2:30][CH2:29]5)=[CH:24][CH:23]=4)=[N:12][C:9]=3[O:10][CH2:11][C:6]2=[N:5][N:4]=1.C(O)(C(F)(F)F)=O, predict the reaction product. (4) Given the reactants [OH:1][C:2]1[C:7]2[O:8][C:9]3[CH:14]=[CH:13][CH:12]=[CH:11][C:10]=3[C:6]=2[C:5]([CH:15]=[O:16])=[CH:4][CH:3]=1.C(=O)([O-])[O-].[K+].[K+].[CH:23](Br)([CH3:25])[CH3:24], predict the reaction product. The product is: [CH:23]([O:1][C:2]1[C:7]2[O:8][C:9]3[CH:14]=[CH:13][CH:12]=[CH:11][C:10]=3[C:6]=2[C:5]([CH:15]=[O:16])=[CH:4][CH:3]=1)([CH3:25])[CH3:24]. (5) Given the reactants [F:1][C:2]([F:7])([F:6])[C:3]([OH:5])=[O:4].[F:8][C:9]1[CH:14]=[CH:13][C:12]([C:15]2[N:16]=[C:17]([NH:20][CH2:21][C:22]([OH:24])=O)[S:18][CH:19]=2)=[CH:11][CH:10]=1.[NH2:25][C:26]1[S:27][CH:28]=[CH:29][N:30]=1, predict the reaction product. The product is: [F:1][C:2]([F:7])([F:6])[C:3]([OH:5])=[O:4].[F:8][C:9]1[CH:10]=[CH:11][C:12]([C:15]2[N:16]=[C:17]([NH:20][CH2:21][C:22]([NH:25][C:26]3[S:27][CH:28]=[CH:29][N:30]=3)=[O:24])[S:18][CH:19]=2)=[CH:13][CH:14]=1. (6) Given the reactants [SH:1][C:2]1[N:10]=[CH:9][CH:8]=[CH:7][C:3]=1[C:4]([OH:6])=O.[C:11]([C:13]1[CH:18]=[CH:17][CH:16]=[CH:15][N:14]=1)#[N:12], predict the reaction product. The product is: [N:14]1[CH:15]=[CH:16][CH:17]=[CH:18][C:13]=1[C:11]1[S:1][C:2]2[N:10]=[CH:9][CH:8]=[CH:7][C:3]=2[C:4](=[O:6])[N:12]=1. (7) Given the reactants [C:1]1([C:21]2[CH:26]=[CH:25][CH:24]=[CH:23][CH:22]=2)[CH:6]=[CH:5][C:4]([O:7][C@H:8]2[CH2:12][CH2:11][C@@H:10]([O:13][Si](C(C)(C)C)(C)C)[CH2:9]2)=[CH:3][CH:2]=1.[F-].C([N+](CCCC)(CCCC)CCCC)CCC, predict the reaction product. The product is: [C:1]1([C:21]2[CH:22]=[CH:23][CH:24]=[CH:25][CH:26]=2)[CH:6]=[CH:5][C:4]([O:7][C@H:8]2[CH2:12][CH2:11][C@@H:10]([OH:13])[CH2:9]2)=[CH:3][CH:2]=1.